Dataset: NCI-60 drug combinations with 297,098 pairs across 59 cell lines. Task: Regression. Given two drug SMILES strings and cell line genomic features, predict the synergy score measuring deviation from expected non-interaction effect. (1) Drug 1: C1=CC(=C2C(=C1NCCNCCO)C(=O)C3=C(C=CC(=C3C2=O)O)O)NCCNCCO. Drug 2: CC1=C2C(C(=O)C3(C(CC4C(C3C(C(C2(C)C)(CC1OC(=O)C(C(C5=CC=CC=C5)NC(=O)C6=CC=CC=C6)O)O)OC(=O)C7=CC=CC=C7)(CO4)OC(=O)C)O)C)OC(=O)C. Cell line: HT29. Synergy scores: CSS=53.1, Synergy_ZIP=-8.71, Synergy_Bliss=-9.86, Synergy_Loewe=-25.8, Synergy_HSA=-5.94. (2) Drug 1: CC(C1=C(C=CC(=C1Cl)F)Cl)OC2=C(N=CC(=C2)C3=CN(N=C3)C4CCNCC4)N. Drug 2: CCC(=C(C1=CC=CC=C1)C2=CC=C(C=C2)OCCN(C)C)C3=CC=CC=C3.C(C(=O)O)C(CC(=O)O)(C(=O)O)O. Cell line: HS 578T. Synergy scores: CSS=4.85, Synergy_ZIP=4.44, Synergy_Bliss=8.74, Synergy_Loewe=2.59, Synergy_HSA=3.04. (3) Drug 1: C1=NC2=C(N=C(N=C2N1C3C(C(C(O3)CO)O)F)Cl)N. Drug 2: C#CCC(CC1=CN=C2C(=N1)C(=NC(=N2)N)N)C3=CC=C(C=C3)C(=O)NC(CCC(=O)O)C(=O)O. Cell line: EKVX. Synergy scores: CSS=1.59, Synergy_ZIP=7.18, Synergy_Bliss=5.78, Synergy_Loewe=5.13, Synergy_HSA=1.71. (4) Drug 1: CC1=C2C(C(=O)C3(C(CC4C(C3C(C(C2(C)C)(CC1OC(=O)C(C(C5=CC=CC=C5)NC(=O)OC(C)(C)C)O)O)OC(=O)C6=CC=CC=C6)(CO4)OC(=O)C)OC)C)OC. Drug 2: C1CC(=O)NC(=O)C1N2C(=O)C3=CC=CC=C3C2=O. Cell line: COLO 205. Synergy scores: CSS=68.1, Synergy_ZIP=9.90, Synergy_Bliss=9.10, Synergy_Loewe=-18.4, Synergy_HSA=9.08. (5) Drug 1: CC1=C(C=C(C=C1)C(=O)NC2=CC(=CC(=C2)C(F)(F)F)N3C=C(N=C3)C)NC4=NC=CC(=N4)C5=CN=CC=C5. Drug 2: C1=CN(C=N1)CC(O)(P(=O)(O)O)P(=O)(O)O. Cell line: KM12. Synergy scores: CSS=0.0210, Synergy_ZIP=0.235, Synergy_Bliss=-0.396, Synergy_Loewe=-0.788, Synergy_HSA=-2.92. (6) Drug 1: CC1=C(C=C(C=C1)NC2=NC=CC(=N2)N(C)C3=CC4=NN(C(=C4C=C3)C)C)S(=O)(=O)N.Cl. Drug 2: CC1C(C(CC(O1)OC2CC(OC(C2O)C)OC3=CC4=CC5=C(C(=O)C(C(C5)C(C(=O)C(C(C)O)O)OC)OC6CC(C(C(O6)C)O)OC7CC(C(C(O7)C)O)OC8CC(C(C(O8)C)O)(C)O)C(=C4C(=C3C)O)O)O)O. Cell line: T-47D. Synergy scores: CSS=11.8, Synergy_ZIP=22.1, Synergy_Bliss=22.7, Synergy_Loewe=22.0, Synergy_HSA=21.9. (7) Drug 2: CC12CCC3C(C1CCC2OP(=O)(O)O)CCC4=C3C=CC(=C4)OC(=O)N(CCCl)CCCl.[Na+]. Synergy scores: CSS=58.6, Synergy_ZIP=1.27, Synergy_Bliss=1.56, Synergy_Loewe=-15.6, Synergy_HSA=1.09. Cell line: HOP-62. Drug 1: CCC1=C2CN3C(=CC4=C(C3=O)COC(=O)C4(CC)O)C2=NC5=C1C=C(C=C5)O. (8) Synergy scores: CSS=38.5, Synergy_ZIP=-5.82, Synergy_Bliss=-2.06, Synergy_Loewe=-15.5, Synergy_HSA=0.140. Cell line: MCF7. Drug 1: C1CN1P(=S)(N2CC2)N3CC3. Drug 2: C1=NC2=C(N1)C(=S)N=CN2. (9) Drug 1: C1=CC(=CC=C1CCC2=CNC3=C2C(=O)NC(=N3)N)C(=O)NC(CCC(=O)O)C(=O)O. Drug 2: CC1C(C(CC(O1)OC2CC(CC3=C2C(=C4C(=C3O)C(=O)C5=C(C4=O)C(=CC=C5)OC)O)(C(=O)CO)O)N)O.Cl. Cell line: DU-145. Synergy scores: CSS=38.2, Synergy_ZIP=-2.42, Synergy_Bliss=-3.71, Synergy_Loewe=-0.311, Synergy_HSA=3.24. (10) Drug 1: CCC1=C2CN3C(=CC4=C(C3=O)COC(=O)C4(CC)O)C2=NC5=C1C=C(C=C5)O. Synergy scores: CSS=51.0, Synergy_ZIP=-3.19, Synergy_Bliss=-4.19, Synergy_Loewe=1.34, Synergy_HSA=3.04. Cell line: NCI-H460. Drug 2: CC1C(C(CC(O1)OC2CC(CC3=C2C(=C4C(=C3O)C(=O)C5=CC=CC=C5C4=O)O)(C(=O)C)O)N)O.